Dataset: Forward reaction prediction with 1.9M reactions from USPTO patents (1976-2016). Task: Predict the product of the given reaction. (1) Given the reactants [CH:1]([CH:3]1[CH2:8][CH2:7][CH2:6][CH2:5][N:4]1C(OC(C)(C)C)=O)=O.[NH2:16][C:17]1[CH:22]=[CH:21][C:20]([C:23]2[CH:27]=[C:26]([C:28]3[C:29]([N:46](C(OC(C)(C)C)=O)C(=O)OC(C)(C)C)=[N:30][CH:31]=[C:32]([C:34]4[CH:39]=[CH:38][C:37]([S:40]([CH:43]([CH3:45])[CH3:44])(=[O:42])=[O:41])=[CH:36][CH:35]=4)[N:33]=3)[O:25][N:24]=2)=[CH:19][CH:18]=1.C(O)(=O)C.C(O[BH-](OC(=O)C)OC(=O)C)(=O)C.[Na+].C(O)(C(F)(F)F)=O, predict the reaction product. The product is: [CH:43]([S:40]([C:37]1[CH:36]=[CH:35][C:34]([C:32]2[N:33]=[C:28]([C:26]3[O:25][N:24]=[C:23]([C:20]4[CH:19]=[CH:18][C:17]([NH:16][CH2:1][CH:3]5[CH2:8][CH2:7][CH2:6][CH2:5][NH:4]5)=[CH:22][CH:21]=4)[CH:27]=3)[C:29]([NH2:46])=[N:30][CH:31]=2)=[CH:39][CH:38]=1)(=[O:41])=[O:42])([CH3:45])[CH3:44]. (2) Given the reactants [CH2:1]([O:3][C:4]([C@@H:6]1[C@H:11]2[C@H:12]3[C@H:21]([CH2:22][CH2:23][C@:9]2([CH3:10])[C@@H:8]([OH:26])[CH2:7]1)[C:20]1[CH:19]=[CH:18][C:17]([O:24][CH3:25])=[CH:16][C:15]=1[CH2:14][CH2:13]3)=[O:5])[CH3:2].[CH2:27](Cl)[O:28][CH3:29].O, predict the reaction product. The product is: [CH2:1]([O:3][C:4]([C@@H:6]1[C@H:11]2[C@H:12]3[C@H:21]([CH2:22][CH2:23][C@:9]2([CH3:10])[C@@H:8]([O:26][CH2:27][O:28][CH3:29])[CH2:7]1)[C:20]1[CH:19]=[CH:18][C:17]([O:24][CH3:25])=[CH:16][C:15]=1[CH2:14][CH2:13]3)=[O:5])[CH3:2]. (3) The product is: [F:34][C:2]([F:1])([F:33])[C:3]1[CH:28]=[C:27]([C:29]([F:31])([F:30])[F:32])[CH:26]=[CH:25][C:4]=1[CH2:5][O:6][C:7]1[CH:12]=[CH:11][C:10](/[CH:13]=[C:14]2\[N:15]([CH3:35])[C:16](=[O:22])[N:17]([CH2:20][CH3:21])[C:18]\2=[NH:19])=[CH:9][C:8]=1[O:23][CH3:24]. Given the reactants [F:1][C:2]([F:34])([F:33])[C:3]1[CH:28]=[C:27]([C:29]([F:32])([F:31])[F:30])[CH:26]=[CH:25][C:4]=1[CH2:5][O:6][C:7]1[CH:12]=[CH:11][C:10](/[CH:13]=[C:14]2\[NH:15][C:16](=[O:22])[N:17]([CH2:20][CH3:21])[C:18]\2=[NH:19])=[CH:9][C:8]=1[O:23][CH3:24].[CH3:35]C(C)([O-])C.[K+].CI.[Cl-].[NH4+], predict the reaction product. (4) The product is: [CH3:12][C:9]1[CH:10]=[C:11]2[C:6](=[CH:7][CH:8]=1)[N:5]=[C:4]([N:13]1[CH2:19][C:18]3[CH:20]=[CH:21][CH:22]=[CH:23][C:17]=3[S:16](=[O:25])(=[O:24])[CH2:15][CH2:14]1)[CH:3]=[C:2]2[N:30]1[CH2:31][CH2:32][N:27]([CH3:26])[CH2:28][CH2:29]1. Given the reactants Cl[C:2]1[C:11]2[C:6](=[CH:7][CH:8]=[C:9]([CH3:12])[CH:10]=2)[N:5]=[C:4]([N:13]2[CH2:19][C:18]3[CH:20]=[CH:21][CH:22]=[CH:23][C:17]=3[S:16](=[O:25])(=[O:24])[CH2:15][CH2:14]2)[CH:3]=1.[CH3:26][N:27]1[CH2:32][CH2:31][NH:30][CH2:29][CH2:28]1, predict the reaction product. (5) Given the reactants [C:1]1(/[CH:7]=[CH:8]/[C:9]([OH:11])=O)[CH:6]=[CH:5][CH:4]=[CH:3][CH:2]=1.CN(C)C=O.C(Cl)(=O)C(Cl)=O.[NH2:23][C:24]1[CH:45]=[CH:44][C:27]([O:28][C:29]2[CH:30]=[CH:31][C:32]3[N:33]([CH:35]=[C:36]([NH:38][C:39]([CH:41]4[CH2:43][CH2:42]4)=[O:40])[N:37]=3)[N:34]=2)=[CH:26][CH:25]=1, predict the reaction product. The product is: [C:1]1(/[CH:7]=[CH:8]/[C:9]([NH:23][C:24]2[CH:45]=[CH:44][C:27]([O:28][C:29]3[CH:30]=[CH:31][C:32]4[N:33]([CH:35]=[C:36]([NH:38][C:39]([CH:41]5[CH2:42][CH2:43]5)=[O:40])[N:37]=4)[N:34]=3)=[CH:26][CH:25]=2)=[O:11])[CH:2]=[CH:3][CH:4]=[CH:5][CH:6]=1. (6) Given the reactants [OH-].[Na+:2].[OH:3][C:4]1[C:13]2[C:8](=[CH:9][CH:10]=[CH:11][CH:12]=2)[C@@:7]([CH3:19])([CH2:14][CH2:15][CH:16]([CH3:18])[CH3:17])[C:6](=[O:20])[C:5]=1[C:21]1[NH:26][C:25]2[CH:27]=[CH:28][C:29]([NH:31][S:32]([CH3:35])(=[O:34])=[O:33])=[CH:30][C:24]=2[S:23](=[O:37])(=[O:36])[N:22]=1, predict the reaction product. The product is: [CH3:19][C@@:7]1([CH2:14][CH2:15][CH:16]([CH3:18])[CH3:17])[C:8]2[C:13](=[CH:12][CH:11]=[CH:10][CH:9]=2)[C:4]([O-:3])=[C:5]([C:21]2[NH:26][C:25]3[CH:27]=[CH:28][C:29]([NH:31][S:32]([CH3:35])(=[O:34])=[O:33])=[CH:30][C:24]=3[S:23](=[O:37])(=[O:36])[N:22]=2)[C:6]1=[O:20].[Na+:2]. (7) Given the reactants [CH3:1][C:2]1[CH:16]=[C:15]([C:17]2[O:18][C:19]3[N:20]=[C:21]([O:29][CH2:30][CH2:31][C:32]([F:35])([F:34])[F:33])[N:22]=[C:23]([CH2:26][CH2:27][CH3:28])[C:24]=3[N:25]=2)[CH:14]=[C:13]([CH3:36])[C:3]=1[O:4][CH2:5][C:6]([O:8]C(C)(C)C)=[O:7].FC(F)(F)C(O)=O, predict the reaction product. The product is: [CH3:36][C:13]1[CH:14]=[C:15]([C:17]2[O:18][C:19]3[N:20]=[C:21]([O:29][CH2:30][CH2:31][C:32]([F:35])([F:34])[F:33])[N:22]=[C:23]([CH2:26][CH2:27][CH3:28])[C:24]=3[N:25]=2)[CH:16]=[C:2]([CH3:1])[C:3]=1[O:4][CH2:5][C:6]([OH:8])=[O:7].